From a dataset of Forward reaction prediction with 1.9M reactions from USPTO patents (1976-2016). Predict the product of the given reaction. (1) Given the reactants N[C@H:2](C(O)=O)[CH2:3]CCNC(=N)N.[O:13]1[C@H:18]([C:19]([OH:21])=[O:20])[C@H:14]1[C:15]([OH:17])=[O:16].S(=O)(=O)(O)O.[CH2:27](O)[CH3:28], predict the reaction product. The product is: [CH2:2]([O:20][C:19](=[O:21])[C@H:18]1[O:13][C@@H:14]1[C:15]([O:17][CH2:27][CH3:28])=[O:16])[CH3:3]. (2) Given the reactants [C:1]([O:5][C:6](=[O:17])[CH2:7][O:8][C:9]1[CH:14]=[CH:13][C:12](Cl)=[CH:11][C:10]=1[Br:16])([CH3:4])([CH3:3])[CH3:2].BrC1C=C([C:25]([F:28])([F:27])[F:26])C=CC=1O.BrCC(OC(C)(C)C)=O, predict the reaction product. The product is: [C:1]([O:5][C:6](=[O:17])[CH2:7][O:8][C:9]1[CH:14]=[CH:13][C:12]([C:25]([F:28])([F:27])[F:26])=[CH:11][C:10]=1[Br:16])([CH3:4])([CH3:3])[CH3:2]. (3) Given the reactants [NH2:1][C:2]1[CH:7]=[CH:6][C:5]([Cl:8])=[CH:4][C:3]=1[C:9]([C:11]1[CH:16]=[CH:15][CH:14]=[C:13]([CH3:17])[N:12]=1)=[O:10].[C:18]([C:22]1[CH:27]=[CH:26][C:25]([S:28](Cl)(=[O:30])=[O:29])=[CH:24][CH:23]=1)([CH3:21])([CH3:20])[CH3:19], predict the reaction product. The product is: [C:18]([C:22]1[CH:27]=[CH:26][C:25]([S:28]([NH:1][C:2]2[CH:7]=[CH:6][C:5]([Cl:8])=[CH:4][C:3]=2[C:9]([C:11]2[CH:16]=[CH:15][CH:14]=[C:13]([CH3:17])[N:12]=2)=[O:10])(=[O:30])=[O:29])=[CH:24][CH:23]=1)([CH3:21])([CH3:19])[CH3:20]. (4) Given the reactants [Na+].[C:2]([C:4]1[CH:5]=[C:6]([C:14]2[O:18][N:17]=[C:16]([C:19]3[C:20]([CH3:34])=[C:21]4[C:26](=[CH:27][CH:28]=3)[CH2:25][N:24]([CH2:29][CH2:30][C:31]([O-])=[O:32])[CH2:23][CH2:22]4)[N:15]=2)[CH:7]=[CH:8][C:9]=1[O:10][CH:11]([CH3:13])[CH3:12])#[N:3].[CH2:35]([N:37]1CCOCC1)C.O.ON1C2C=CC=CC=2N=N1.C(Cl)CCl.CN.C1COCC1, predict the reaction product. The product is: [C:2]([C:4]1[CH:5]=[C:6]([C:14]2[O:18][N:17]=[C:16]([C:19]3[C:20]([CH3:34])=[C:21]4[C:26](=[CH:27][CH:28]=3)[CH2:25][N:24]([CH2:29][CH2:30][C:31]([NH:37][CH3:35])=[O:32])[CH2:23][CH2:22]4)[N:15]=2)[CH:7]=[CH:8][C:9]=1[O:10][CH:11]([CH3:12])[CH3:13])#[N:3]. (5) Given the reactants [CH2:1]([O:8][CH2:9][CH2:10][CH2:11][C@H:12]([C:21]1[O:25][N:24]=[C:23]([C:26]2[CH:30]=[C:29]([C:31]([F:37])([F:36])[C:32]([CH3:35])([CH3:34])[CH3:33])[O:28][N:27]=2)[C:22]=1I)[CH2:13][C:14]([O:16][C:17]([CH3:20])([CH3:19])[CH3:18])=[O:15])[C:2]1[CH:7]=[CH:6][CH:5]=[CH:4][CH:3]=1.[CH:39]1(B2OC(C)(C)C(C)(C)O2)[CH2:41][CH2:40]1.P([O-])([O-])([O-])=O.[K+].[K+].[K+], predict the reaction product. The product is: [CH2:1]([O:8][CH2:9][CH2:10][CH2:11][C@H:12]([C:21]1[O:25][N:24]=[C:23]([C:26]2[CH:30]=[C:29]([C:31]([F:37])([F:36])[C:32]([CH3:35])([CH3:34])[CH3:33])[O:28][N:27]=2)[C:22]=1[CH:39]1[CH2:41][CH2:40]1)[CH2:13][C:14]([O:16][C:17]([CH3:20])([CH3:19])[CH3:18])=[O:15])[C:2]1[CH:7]=[CH:6][CH:5]=[CH:4][CH:3]=1. (6) Given the reactants C(OC([N:8]1[CH2:12][CH2:11][CH2:10][C@H:9]1[C:13]([O:15][CH2:16][CH2:17][CH2:18][C:19]1[CH:20]=[N:21][CH:22]=[CH:23][CH:24]=1)=[O:14])=O)(C)(C)C.C(=O)([O-])[O-].[K+].[K+], predict the reaction product. The product is: [NH:8]1[CH2:12][CH2:11][CH2:10][CH:9]1[C:13]([O:15][CH2:16][CH2:17][CH2:18][C:19]1[CH:20]=[N:21][CH:22]=[CH:23][CH:24]=1)=[O:14].